Dataset: Full USPTO retrosynthesis dataset with 1.9M reactions from patents (1976-2016). Task: Predict the reactants needed to synthesize the given product. (1) Given the product [NH2:13][CH2:12][C:9]1[CH:8]=[CH:7][C:6]([NH:5][C:1](=[O:4])[CH:2]=[CH2:3])=[CH:11][CH:10]=1, predict the reactants needed to synthesize it. The reactants are: [C:1]([NH:5][C:6]1[CH:11]=[CH:10][C:9]([CH2:12][NH:13]C(=O)OC(C)(C)C)=[CH:8][CH:7]=1)(=[O:4])[CH:2]=[CH2:3].Cl.CC(=O)OCC. (2) Given the product [NH2:34][C:35]1[C:36]([C:45]([NH:48][C@@H:49]([CH:53]2[CH2:58][CH2:57][CH:56]([OH:59])[CH2:55][CH2:54]2)[C:50]([O:52][CH3:1])=[O:51])=[O:47])=[CH:37][C:38]2[C:43]([CH:44]=1)=[CH:42][CH:41]=[CH:40][CH:39]=2, predict the reactants needed to synthesize it. The reactants are: [CH3:1]N(C(ON1N=NC2C=CC=NC1=2)=[N+](C)C)C.F[P-](F)(F)(F)(F)F.C(N(CC)C(C)C)(C)C.[NH2:34][C:35]1[C:36]([C:45]([OH:47])=O)=[CH:37][C:38]2[C:43]([CH:44]=1)=[CH:42][CH:41]=[CH:40][CH:39]=2.[NH2:48][C@@H:49]([CH:53]1[CH2:58][CH2:57][CH:56]([OH:59])[CH2:55][CH2:54]1)[C:50]([OH:52])=[O:51].C([O-])(O)=O.[Na+]. (3) Given the product [C:26]([NH:30][S:31]([C:34]1[CH:35]=[CH:36][CH:37]=[C:38]([C:2]2[CH:7]=[C:6]([C:8]3[N:13]=[C:12]([C:14]4[CH:19]=[CH:18][C:17]([Cl:20])=[C:16]([CH3:21])[CH:15]=4)[CH:11]=[C:10]([C:22]([F:24])([F:23])[F:25])[N:9]=3)[CH:5]=[CH:4][N:3]=2)[CH:39]=1)(=[O:33])=[O:32])([CH3:29])([CH3:27])[CH3:28], predict the reactants needed to synthesize it. The reactants are: Cl[C:2]1[CH:7]=[C:6]([C:8]2[N:13]=[C:12]([C:14]3[CH:19]=[CH:18][C:17]([Cl:20])=[C:16]([CH3:21])[CH:15]=3)[CH:11]=[C:10]([C:22]([F:25])([F:24])[F:23])[N:9]=2)[CH:5]=[CH:4][N:3]=1.[C:26]([NH:30][S:31]([C:34]1[CH:35]=[C:36](B(O)O)[CH:37]=[CH:38][CH:39]=1)(=[O:33])=[O:32])([CH3:29])([CH3:28])[CH3:27]. (4) The reactants are: [Br:1][C:2]1[CH:3]=[C:4]([CH3:7])[S:5][CH:6]=1.[Li+].CC([N-]C(C)C)C.C1C[O:19][CH2:18]C1.CN(C=O)C. Given the product [Br:1][C:2]1[CH:3]=[C:4]([CH3:7])[S:5][C:6]=1[CH:18]=[O:19], predict the reactants needed to synthesize it. (5) Given the product [Br:1][C:2]1[CH:3]=[CH:4][C:5]([C:9]([OH:11])=[O:10])=[N:6][C:7]=1[S:15][CH2:14][CH:13]([CH3:16])[CH3:12], predict the reactants needed to synthesize it. The reactants are: [Br:1][C:2]1[CH:3]=[CH:4][C:5]([C:9]([OH:11])=[O:10])=[N:6][C:7]=1Cl.[CH3:12][CH:13]([CH3:16])[CH2:14][SH:15].C(=O)([O-])[O-].[Cs+].[Cs+].